Dataset: NCI-60 drug combinations with 297,098 pairs across 59 cell lines. Task: Regression. Given two drug SMILES strings and cell line genomic features, predict the synergy score measuring deviation from expected non-interaction effect. Drug 1: CC12CCC(CC1=CCC3C2CCC4(C3CC=C4C5=CN=CC=C5)C)O. Drug 2: CN(C(=O)NC(C=O)C(C(C(CO)O)O)O)N=O. Cell line: HCC-2998. Synergy scores: CSS=-0.326, Synergy_ZIP=-1.86, Synergy_Bliss=-4.87, Synergy_Loewe=-15.3, Synergy_HSA=-8.07.